Dataset: Catalyst prediction with 721,799 reactions and 888 catalyst types from USPTO. Task: Predict which catalyst facilitates the given reaction. (1) Reactant: [Cl:1][C:2]1[CH:3]=[C:4]([CH2:9][CH2:10][C:11]([CH:13]2[CH2:17][CH2:16][CH2:15][CH2:14]2)=[O:12])[CH:5]=[CH:6][C:7]=1[OH:8].Cl[C:19]([F:25])([F:24])C(OC)=O.C([O-])([O-])=O.[K+].[K+].O. Product: [Cl:1][C:2]1[CH:3]=[C:4]([CH2:9][CH2:10][C:11]([CH:13]2[CH2:17][CH2:16][CH2:15][CH2:14]2)=[O:12])[CH:5]=[CH:6][C:7]=1[O:8][CH:19]([F:25])[F:24]. The catalyst class is: 3. (2) Reactant: [NH2:1][C:2]1[C:3]2[CH:18]=[C:17]([C:19]#[C:20][C:21]3[CH:26]=[CH:25][CH:24]=[CH:23][N:22]=3)[S:16][C:4]=2[N:5]=[C:6]([C:8]2[CH:9]=[C:10]([CH:13]=[CH:14][CH:15]=2)[C:11]#[N:12])[N:7]=1. Product: [NH2:1][C:2]1[C:3]2[CH:18]=[C:17]([CH2:19][CH2:20][C:21]3[CH:26]=[CH:25][CH:24]=[CH:23][N:22]=3)[S:16][C:4]=2[N:5]=[C:6]([C:8]2[CH:9]=[C:10]([CH:13]=[CH:14][CH:15]=2)[C:11]#[N:12])[N:7]=1. The catalyst class is: 256. (3) Reactant: CC(C)([O-])C.[Na+].[C@@H]1(N)CCCC[C@H]1N.CCCCCCCCCCCC.I[C:28]1[CH:29]=[C:30]([CH3:35])[CH:31]=[C:32]([CH3:34])[CH:33]=1.[C:36](=[NH:49])([C:43]1[CH:48]=[CH:47][CH:46]=[CH:45][CH:44]=1)[C:37]1[CH:42]=[CH:41][CH:40]=[CH:39][CH:38]=1. Product: [CH3:34][C:32]1[CH:33]=[C:28]([N:49]=[C:36]([C:37]2[CH:42]=[CH:41][CH:40]=[CH:39][CH:38]=2)[C:43]2[CH:48]=[CH:47][CH:46]=[CH:45][CH:44]=2)[CH:29]=[C:30]([CH3:35])[CH:31]=1. The catalyst class is: 321. (4) Reactant: Cl.[F:2][C:3]1[CH:8]=[CH:7][CH:6]=[CH:5][C:4]=1[CH2:9][C:10]([CH:12]1[CH2:17][CH2:16][NH:15][CH2:14][CH2:13]1)=[O:11].C(=O)([O-])[O-].[K+].[K+].C([O:28][C:29]1[CH:34]=[N:33][CH:32]=[C:31]([CH:35]=[CH2:36])[N:30]=1)(C)(C)C.O. Product: [F:2][C:3]1[CH:8]=[CH:7][CH:6]=[CH:5][C:4]=1[CH2:9][C:10]([CH:12]1[CH2:13][CH2:14][N:15]([CH2:36][CH2:35][C:31]2[NH:30][C:29](=[O:28])[CH:34]=[N:33][CH:32]=2)[CH2:16][CH2:17]1)=[O:11]. The catalyst class is: 42. (5) Reactant: [CH3:1][O:2][C:3]1[CH:8]=[CH:7][C:6]([C:9](=O)[CH2:10][C:11]([C:13]2[CH:18]=[CH:17][C:16]([O:19][CH3:20])=[CH:15][CH:14]=2)=[O:12])=[CH:5][CH:4]=1.Cl.[NH2:23]O.C(O)C. Product: [CH3:1][O:2][C:3]1[CH:8]=[CH:7][C:6]([C:9]2[CH:10]=[C:11]([C:13]3[CH:18]=[CH:17][C:16]([O:19][CH3:20])=[CH:15][CH:14]=3)[O:12][N:23]=2)=[CH:5][CH:4]=1. The catalyst class is: 6.